This data is from Reaction yield outcomes from USPTO patents with 853,638 reactions. The task is: Predict the reaction yield, written as a fraction of the theoretical maximum amount of product (1.0 means a 100% yield; for example, 0.34 means a 34% yield). (1) The reactants are [NH:1]1[CH2:11][CH2:10][CH2:9][C@@H:3]([C:4]([O:6][CH2:7][CH3:8])=[O:5])[CH2:2]1.[CH:12](O)=O.C(=O)([O-])O.[Na+].[OH-].[Na+]. The catalyst is C=O. The product is [CH3:12][N:1]1[CH2:11][CH2:10][CH2:9][C@@H:3]([C:4]([O:6][CH2:7][CH3:8])=[O:5])[CH2:2]1. The yield is 0.730. (2) The reactants are C1N=CN([C:6]([N:8]2C=N[CH:10]=[CH:9]2)=[O:7])C=1.NC1C=[C:18]([Br:20])[CH:17]=[C:16]([F:21])[C:15]=1[OH:22]. The catalyst is C1COCC1.CCOC(C)=O. The product is [Br:20][C:18]1[CH:17]=[C:16]([F:21])[C:15]2[O:22][C:6](=[O:7])[NH:8][C:9]=2[CH:10]=1. The yield is 0.710. (3) The reactants are [F:1][C:2]1[CH:3]=[C:4]([S:10]([N:13]2[CH:26]([CH3:27])[C:25]3[C:20](=[CH:21][CH:22]=[CH:23][CH:24]=3)[C:19]3[CH:18]=[CH:17][CH:16]=[CH:15][C:14]2=3)(=[O:12])=[O:11])[CH:5]=[CH:6][C:7]=1[O:8]C.C1CCCCC=1.B(Br)(Br)Br.ClCCl. No catalyst specified. The product is [F:1][C:2]1[CH:3]=[C:4]([S:10]([N:13]2[CH:26]([CH3:27])[C:25]3[C:20](=[CH:21][CH:22]=[CH:23][CH:24]=3)[C:19]3[CH:18]=[CH:17][CH:16]=[CH:15][C:14]2=3)(=[O:11])=[O:12])[CH:5]=[CH:6][C:7]=1[OH:8]. The yield is 0.740.